From a dataset of Caco-2 cell permeability data measuring drug intestinal absorption for ~900 compounds. Regression/Classification. Given a drug SMILES string, predict its absorption, distribution, metabolism, or excretion properties. Task type varies by dataset: regression for continuous measurements (e.g., permeability, clearance, half-life) or binary classification for categorical outcomes (e.g., BBB penetration, CYP inhibition). For this dataset (caco2_wang), we predict Y. (1) The compound is CCOCC(COCC)OC(=O)COc1ccc(C(=O)CN2CCN(C3CCN(C(=O)OC(C)OC(C)=O)CC3)CC2=O)cc1. The Y is -4.15 log Papp (cm/s). (2) The drug is CN1C(=O)CN(CCC(=O)O)C(=O)c2cc(NCc3ccc(C(=N)N)cc3)ccc21. The Y is -6.46 log Papp (cm/s). (3) The drug is O=c1n(CCCN2CCN(c3cccc(Cl)c3)CC2)nc2ccccn12. The Y is -4.62 log Papp (cm/s). (4) The drug is CC(CCc1ccccc1)NCC(O)c1ccc(O)c(C(N)=O)c1. The Y is -4.90 log Papp (cm/s). (5) The molecule is CC1CCN(C(=O)CC(Cc2cccc(C(=N)N)c2)NS(=O)(=O)c2ccc3ccccc3c2)CC1. The Y is -6.88 log Papp (cm/s).